This data is from Forward reaction prediction with 1.9M reactions from USPTO patents (1976-2016). The task is: Predict the product of the given reaction. Given the reactants [NH:1](C(OC(C)(C)C)=O)[C@H:2]([C:18]([N:20]1[CH2:39][CH2:38][CH2:37][C@H:21]1[C:22]([NH:24][C@@H:25]([C:27]([O:29][CH2:30][C:31]1[CH:36]=[CH:35][CH:34]=[CH:33][CH:32]=1)=[O:28])[CH3:26])=[O:23])=[O:19])[CH2:3][C:4]1[N:8]=[CH:7][N:6]([CH2:9][O:10][CH2:11][C:12]2[CH:17]=[CH:16][CH:15]=[CH:14][CH:13]=2)[CH:5]=1.Cl, predict the reaction product. The product is: [NH2:1][C@H:2]([C:18]([N:20]1[CH2:39][CH2:38][CH2:37][C@H:21]1[C:22]([NH:24][C@@H:25]([C:27]([O:29][CH2:30][C:31]1[CH:36]=[CH:35][CH:34]=[CH:33][CH:32]=1)=[O:28])[CH3:26])=[O:23])=[O:19])[CH2:3][C:4]1[N:8]=[CH:7][N:6]([CH2:9][O:10][CH2:11][C:12]2[CH:17]=[CH:16][CH:15]=[CH:14][CH:13]=2)[CH:5]=1.